Task: Predict the product of the given reaction.. Dataset: Forward reaction prediction with 1.9M reactions from USPTO patents (1976-2016) Given the reactants [C:1]([O:5][C:6]([N:8]1[CH2:13][CH2:12][CH:11]([NH:14][C@H:15]2[CH2:20][CH2:19][CH2:18][CH2:17][C@@H:16]2[CH2:21][C:22](O)=[O:23])[CH2:10][CH2:9]1)=[O:7])([CH3:4])([CH3:3])[CH3:2].C(N(C(C)C)CC)(C)C.CN(C(ON1N=NC2C=CC=NC1=2)=[N+](C)C)C.F[P-](F)(F)(F)(F)F, predict the reaction product. The product is: [O:23]=[C:22]1[CH2:21][C@@H:16]2[C@H:15]([CH2:20][CH2:19][CH2:18][CH2:17]2)[N:14]1[CH:11]1[CH2:10][CH2:9][N:8]([C:6]([O:5][C:1]([CH3:3])([CH3:4])[CH3:2])=[O:7])[CH2:13][CH2:12]1.